Dataset: Forward reaction prediction with 1.9M reactions from USPTO patents (1976-2016). Task: Predict the product of the given reaction. Given the reactants [CH:1]12[O:10][CH:7]([CH2:8][CH2:9]1)[CH:6]1[CH:2]2[C:3](=[O:12])[CH2:4][C:5]1=[O:11].C(Cl)(Cl)Cl.C([O-])(=O)C.C([O-])(=O)C.C([O-])(=O)C.[CH3:29][C:30]1[C:35]([Pb+3])=[C:34]([CH3:37])[CH:33]=[C:32]([C:38]2[CH:43]=[CH:42][CH:41]=[CH:40][CH:39]=2)[CH:31]=1.Cl, predict the reaction product. The product is: [CH3:29][C:30]1[C:35]([CH:4]2[C:3](=[O:12])[CH:2]3[CH:6]([CH:7]4[O:10][CH:1]3[CH2:9][CH2:8]4)[C:5]2=[O:11])=[C:34]([CH3:37])[CH:33]=[C:32]([C:38]2[CH:43]=[CH:42][CH:41]=[CH:40][CH:39]=2)[CH:31]=1.